This data is from Forward reaction prediction with 1.9M reactions from USPTO patents (1976-2016). The task is: Predict the product of the given reaction. (1) The product is: [Cl:1][C:2]1[CH:3]=[CH:4][C:5]([CH2:11][O:12][C:13]2[CH:14]=[N:15][CH:16]=[C:17]([F:19])[CH:18]=2)=[C:6]([CH:10]=1)[C:7]([NH:21][C@H:22]([C:24]1[CH:33]=[CH:32][C:27]([C:28]([OH:30])=[O:29])=[CH:26][CH:25]=1)[CH3:23])=[O:9]. Given the reactants [Cl:1][C:2]1[CH:3]=[CH:4][C:5]([CH2:11][O:12][C:13]2[CH:14]=[N:15][CH:16]=[C:17]([F:19])[CH:18]=2)=[C:6]([CH:10]=1)[C:7]([OH:9])=O.Cl.[NH2:21][C@H:22]([C:24]1[CH:33]=[CH:32][C:27]([C:28]([O:30]C)=[O:29])=[CH:26][CH:25]=1)[CH3:23], predict the reaction product. (2) Given the reactants C(N(CC)CC)C.[C:8]([O:11][CH2:12][C:13]([CH3:43])([CH3:42])[CH2:14][N:15]1[C:21]2[CH:22]=[CH:23][C:24]([Cl:26])=[CH:25][C:20]=2[C@@H:19]([C:27]2[CH:32]=[CH:31][CH:30]=[C:29]([O:33][CH3:34])[C:28]=2[O:35][CH3:36])[O:18][C@H:17]([CH2:37][C:38](O)=[O:39])[C:16]1=[O:41])(=[O:10])[CH3:9].ClC(OCC(C)C)=O.Cl.[NH2:53][C:54]1[CH:55]=[C:56]([CH2:62][CH2:63][CH2:64][CH2:65][C:66]([O:68][CH2:69][CH3:70])=[O:67])[CH:57]=[CH:58][C:59]=1[O:60][CH3:61].N1C=CC=CC=1.Cl, predict the reaction product. The product is: [C:8]([O:11][CH2:12][C:13]([CH3:43])([CH3:42])[CH2:14][N:15]1[C:21]2[CH:22]=[CH:23][C:24]([Cl:26])=[CH:25][C:20]=2[C@@H:19]([C:27]2[CH:32]=[CH:31][CH:30]=[C:29]([O:33][CH3:34])[C:28]=2[O:35][CH3:36])[O:18][C@H:17]([CH2:37][C:38]([NH:53][C:54]2[CH:55]=[C:56]([CH2:62][CH2:63][CH2:64][CH2:65][C:66]([O:68][CH2:69][CH3:70])=[O:67])[CH:57]=[CH:58][C:59]=2[O:60][CH3:61])=[O:39])[C:16]1=[O:41])(=[O:10])[CH3:9].